Dataset: Peptide-MHC class I binding affinity with 185,985 pairs from IEDB/IMGT. Task: Regression. Given a peptide amino acid sequence and an MHC pseudo amino acid sequence, predict their binding affinity value. This is MHC class I binding data. (1) The peptide sequence is GVLHTKFWI. The MHC is HLA-A02:02 with pseudo-sequence HLA-A02:02. The binding affinity (normalized) is 0.102. (2) The peptide sequence is KQIRSAAKK. The MHC is HLA-A31:01 with pseudo-sequence HLA-A31:01. The binding affinity (normalized) is 0.354. (3) The binding affinity (normalized) is 0.149. The peptide sequence is EYEPTANLL. The MHC is HLA-A29:02 with pseudo-sequence HLA-A29:02. (4) The peptide sequence is ALTVVWLL. The MHC is HLA-A02:01 with pseudo-sequence HLA-A02:01. The binding affinity (normalized) is 0.180. (5) The peptide sequence is AMIHKTYIDV. The MHC is HLA-A02:02 with pseudo-sequence HLA-A02:02. The binding affinity (normalized) is 0.463. (6) The peptide sequence is HLPLHPAAM. The MHC is Patr-A0401 with pseudo-sequence Patr-A0401. The binding affinity (normalized) is 0.0451. (7) The peptide sequence is AERKAERKQR. The MHC is Mamu-B8301 with pseudo-sequence Mamu-B8301. The binding affinity (normalized) is 0.